Dataset: Retrosynthesis with 50K atom-mapped reactions and 10 reaction types from USPTO. Task: Predict the reactants needed to synthesize the given product. (1) Given the product O=[N+]([O-])c1cn(CC(CO)COc2ccc(Br)nc2)c(Br)n1, predict the reactants needed to synthesize it. The reactants are: CC(C)(C)[Si](C)(C)OCC(COc1ccc(Br)nc1)Cn1cc([N+](=O)[O-])nc1Br. (2) The reactants are: CC1NCCn2cc(-c3ccc(F)nc3)nc21.O=C(O)c1cc2ncc(Br)cn2n1. Given the product CC1c2nc(-c3ccc(F)nc3)cn2CCN1C(=O)c1cc2ncc(Br)cn2n1, predict the reactants needed to synthesize it.